Dataset: Catalyst prediction with 721,799 reactions and 888 catalyst types from USPTO. Task: Predict which catalyst facilitates the given reaction. (1) Reactant: [F:1][C:2]1[CH:3]=[C:4]([OH:11])[C:5](=[CH:9][CH:10]=1)[C:6](O)=[O:7].C(Cl)(=O)C(Cl)=O.[CH3:18][NH2:19]. Product: [F:1][C:2]1[CH:10]=[CH:9][C:5]([C:6]([NH:19][CH3:18])=[O:7])=[C:4]([OH:11])[CH:3]=1. The catalyst class is: 198. (2) Reactant: C(=O)([O-])[O-].[Na+].[Na+].Br[C:8]1[S:9][C:10]([Br:14])=[CH:11][C:12]=1[Br:13].O. Product: [Br:13][C:12]1[CH:11]=[C:10]([Br:14])[S:9][C:8]=1[C:8]1[S:9][CH:10]=[CH:11][CH:12]=1. The catalyst class is: 335.